From a dataset of Forward reaction prediction with 1.9M reactions from USPTO patents (1976-2016). Predict the product of the given reaction. (1) Given the reactants [F-:1].C([N+](CCCC)(CCCC)CCCC)CCC.[Br:19][C:20]1[C:27]([O:28][CH3:29])=[C:26]([O:30][CH3:31])[CH:25]=[C:24]([N+]([O-])=O)[C:21]=1[C:22]#[N:23], predict the reaction product. The product is: [Br:19][C:20]1[C:27]([O:28][CH3:29])=[C:26]([O:30][CH3:31])[CH:25]=[C:24]([F:1])[C:21]=1[C:22]#[N:23]. (2) Given the reactants [S:1]1[CH:5]=[C:4](B(O)O)[C:3]2[CH:9]=[CH:10][CH:11]=[CH:12][C:2]1=2.[F:13][C:14]1[CH:15]=[C:16]([CH:18]=[CH:19][CH:20]=1)[NH2:17].O.O=[CH:23][C:24]([OH:26])=[O:25], predict the reaction product. The product is: [S:1]1[CH:5]=[C:4]([CH:23]([NH:17][C:16]2[CH:18]=[CH:19][CH:20]=[C:14]([F:13])[CH:15]=2)[C:24]([OH:26])=[O:25])[C:3]2[CH:9]=[CH:10][CH:11]=[CH:12][C:2]1=2. (3) Given the reactants [C:1](N1C=CN=C1)(N1C=CN=C1)=[O:2].[N:13]1[CH:18]=[CH:17][C:16]([CH2:19][OH:20])=[CH:15][CH:14]=1.[NH2:21][C:22]1[S:23][CH:24]=[C:25]([CH2:27][C:28]([OH:30])=[O:29])[N:26]=1.C1CCN2C(=NCCC2)CC1.C(N(CC)CC)C, predict the reaction product. The product is: [N:13]1[CH:18]=[CH:17][C:16]([CH2:19][O:20][C:1]([NH:21][C:22]2[S:23][CH:24]=[C:25]([CH2:27][C:28]([OH:30])=[O:29])[N:26]=2)=[O:2])=[CH:15][CH:14]=1. (4) Given the reactants [CH3:1][N:2]1[CH:6]=[CH:5][C:4]([NH:7][C:8]([C:10]2[CH:20]=[C:19]([O:21][C:22]3[CH:27]=[CH:26][C:25]([C:28](=[NH:31])[NH:29][OH:30])=[C:24](F)[CH:23]=3)[C:13]3[CH2:14][C:15]([CH3:18])([CH3:17])[O:16][C:12]=3[CH:11]=2)=[O:9])=[N:3]1.CN1C=CC(NC(C2C=C(OC3C=CC(C#N)=C([Cl:62])C=3)C3CC(C)(C)OC=3C=2)=O)=N1, predict the reaction product. The product is: [CH3:1][N:2]1[CH:6]=[CH:5][C:4]([NH:7][C:8]([C:10]2[CH:20]=[C:19]([O:21][C:22]3[CH:27]=[CH:26][C:25]([C:28](=[NH:31])[NH:29][OH:30])=[C:24]([Cl:62])[CH:23]=3)[C:13]3[CH2:14][C:15]([CH3:18])([CH3:17])[O:16][C:12]=3[CH:11]=2)=[O:9])=[N:3]1. (5) Given the reactants Cl.[CH3:2][O:3][C:4]1[CH:5]=[C:6]2[C:11](=[C:12]3[CH2:16][C:15]([CH3:18])([CH3:17])[O:14][C:13]=13)[C:10]([C:19]1[CH:20]=[C:21]([CH:25]=[CH:26][CH:27]=1)[C:22]([OH:24])=O)=[N:9][C:8]([CH3:29])([CH3:28])[CH2:7]2.C(N(C(C)C)C(C)C)C.[NH2:39][C@H:40]1[CH2:43][NH:42][C:41]1=[O:44], predict the reaction product. The product is: [O:44]=[C:41]1[C@@H:40]([NH:39][C:22](=[O:24])[C:21]2[CH:25]=[CH:26][CH:27]=[C:19]([C:10]3[C:11]4[C:6](=[CH:5][C:4]([O:3][CH3:2])=[C:13]5[O:14][C:15]([CH3:17])([CH3:18])[CH2:16][C:12]5=4)[CH2:7][C:8]([CH3:28])([CH3:29])[N:9]=3)[CH:20]=2)[CH2:43][NH:42]1. (6) Given the reactants [CH3:1][NH:2][CH:3]1[CH2:8][CH2:7][N:6]([C:9]2[C:18]3[C:13](=[CH:14][CH:15]=[CH:16][CH:17]=3)[C:12]([C:19]3[N:23]([CH3:24])[N:22]=[CH:21][CH:20]=3)=[N:11][N:10]=2)[CH2:5][CH2:4]1.C(N(CC)CC)C.[F:32][C:33]1[CH:41]=[CH:40][C:36]([C:37](Cl)=[O:38])=[C:35]([C:42]([F:45])([F:44])[F:43])[CH:34]=1, predict the reaction product. The product is: [F:32][C:33]1[CH:41]=[CH:40][C:36]([C:37]([N:2]([CH3:1])[CH:3]2[CH2:4][CH2:5][N:6]([C:9]3[C:18]4[C:13](=[CH:14][CH:15]=[CH:16][CH:17]=4)[C:12]([C:19]4[N:23]([CH3:24])[N:22]=[CH:21][CH:20]=4)=[N:11][N:10]=3)[CH2:7][CH2:8]2)=[O:38])=[C:35]([C:42]([F:45])([F:44])[F:43])[CH:34]=1. (7) Given the reactants Br[C:2]1[CH:7]=[CH:6][C:5]([C@@H:8]2[CH2:11][C@H:10]([N:12]3[CH2:16][CH2:15][CH2:14][C@H:13]3[CH3:17])[CH2:9]2)=[CH:4][CH:3]=1.[C:18]([C:20]1[CH:25]=[CH:24][C:23](B(O)O)=[CH:22][CH:21]=1)#[N:19].C(=O)([O-])[O-].[K+].[K+], predict the reaction product. The product is: [CH3:17][C@@H:13]1[CH2:14][CH2:15][CH2:16][N:12]1[C@@H:10]1[CH2:11][C@H:8]([C:5]2[CH:6]=[CH:7][C:2]([C:23]3[CH:24]=[CH:25][C:20]([C:18]#[N:19])=[CH:21][CH:22]=3)=[CH:3][CH:4]=2)[CH2:9]1.